From a dataset of Forward reaction prediction with 1.9M reactions from USPTO patents (1976-2016). Predict the product of the given reaction. (1) Given the reactants C[O:2][C:3]([C:5]1[CH:22]=[CH:21][C:8]2[NH:9][C:10]([C:12]3[C:20]4[C:15](=[CH:16][CH:17]=[CH:18][CH:19]=4)[NH:14][N:13]=3)=[N:11][C:7]=2[CH:6]=1)=[O:4].[OH-].[Na+], predict the reaction product. The product is: [NH:14]1[C:15]2[C:20](=[CH:19][CH:18]=[CH:17][CH:16]=2)[C:12]([C:10]2[NH:9][C:8]3[CH:21]=[CH:22][C:5]([C:3]([OH:4])=[O:2])=[CH:6][C:7]=3[N:11]=2)=[N:13]1. (2) Given the reactants [CH2:1]([O:3][C:4](=[O:15])[C:5]1[CH:10]=[CH:9][C:8](O)=[N:7][C:6]=1[CH:12]([CH3:14])[CH3:13])[CH3:2].P(Cl)([Cl:25])(OC1C=CC=CC=1)=O.C(=O)(O)[O-].[Na+], predict the reaction product. The product is: [CH2:1]([O:3][C:4](=[O:15])[C:5]1[CH:10]=[CH:9][C:8]([Cl:25])=[N:7][C:6]=1[CH:12]([CH3:14])[CH3:13])[CH3:2].